This data is from Catalyst prediction with 721,799 reactions and 888 catalyst types from USPTO. The task is: Predict which catalyst facilitates the given reaction. (1) Reactant: [CH3:1][C:2]1[CH:3]=[C:4]([N+:18]([O-:20])=[O:19])[CH:5]=[C:6]([CH3:17])[C:7]=1[O:8][C:9]1[CH:14]=[CH:13][C:12]([O:15]C)=[CH:11][CH:10]=1.C(O)(=O)C.Br. Product: [CH3:1][C:2]1[CH:3]=[C:4]([N+:18]([O-:20])=[O:19])[CH:5]=[C:6]([CH3:17])[C:7]=1[O:8][C:9]1[CH:10]=[CH:11][C:12]([OH:15])=[CH:13][CH:14]=1. The catalyst class is: 6. (2) Reactant: Br[C:2]1[CH:7]=[C:6]([C:8](OC)=[O:9])[C:5]([O:12][CH:13]([CH3:15])[CH3:14])=[CH:4][C:3]=1[C:16]1[CH:21]=[CH:20][C:19]([F:22])=[CH:18][C:17]=1[F:23].[CH:24]1(B(O)O)[CH2:26][CH2:25]1.C1(P(C2CCCCC2)C2C=CC=CC=2C2C(OC)=CC=CC=2OC)CCCCC1.C(=O)([O-])[O-].[Na+].[Na+]. Product: [CH:24]1([C:2]2[CH:7]=[C:6]([CH2:8][OH:9])[C:5]([O:12][CH:13]([CH3:15])[CH3:14])=[CH:4][C:3]=2[C:16]2[CH:21]=[CH:20][C:19]([F:22])=[CH:18][C:17]=2[F:23])[CH2:26][CH2:25]1. The catalyst class is: 187. (3) Reactant: [NH2:1][C:2]1[CH:3]=[C:4]([C:12]([N:14]([CH2:17][CH3:18])[CH2:15][CH3:16])=[O:13])[CH:5]=[N:6][C:7]=1[NH:8][CH2:9][CH:10]=[CH2:11].[CH2:19]([O:21][C:22]1[CH:27]=[CH:26][C:25]([CH2:28][C:29](Cl)=[O:30])=[CH:24][CH:23]=1)[CH3:20]. Product: [CH2:19]([O:21][C:22]1[CH:27]=[CH:26][C:25]([CH2:28][C:29]([NH:1][C:2]2[CH:3]=[C:4]([C:12]([N:14]([CH2:17][CH3:18])[CH2:15][CH3:16])=[O:13])[CH:5]=[N:6][C:7]=2[NH:8][CH2:9][CH:10]=[CH2:11])=[O:30])=[CH:24][CH:23]=1)[CH3:20]. The catalyst class is: 4. (4) Reactant: [F:1][CH2:2][CH:3]([OH:6])[CH2:4][F:5].[S:7](Cl)([C:10]1[CH:16]=[CH:15][C:13]([CH3:14])=[CH:12][CH:11]=1)(=[O:9])=[O:8]. Product: [S:7]([O:6][CH:3]([CH2:4][F:5])[CH2:2][F:1])([C:10]1[CH:16]=[CH:15][C:13]([CH3:14])=[CH:12][CH:11]=1)(=[O:9])=[O:8]. The catalyst class is: 17. (5) Reactant: [CH3:1][C:2]([C:5]1[C:10]([C:11]2[CH:16]=[C:15]([O:17][CH3:18])[CH:14]=[CH:13][C:12]=2[F:19])=[CH:9][C:8]([CH2:20][O:21][C:22]2[CH:27]=[CH:26][C:25]([C@@H:28](/[CH:35]=[CH:36]/[CH3:37])[CH2:29][C:30]([O:32]CC)=[O:31])=[CH:24][CH:23]=2)=[CH:7][CH:6]=1)([CH3:4])[CH3:3].[OH-].[Li+]. Product: [CH3:4][C:2]([C:5]1[C:10]([C:11]2[CH:16]=[C:15]([O:17][CH3:18])[CH:14]=[CH:13][C:12]=2[F:19])=[CH:9][C:8]([CH2:20][O:21][C:22]2[CH:23]=[CH:24][C:25]([C@@H:28](/[CH:35]=[CH:36]/[CH3:37])[CH2:29][C:30]([OH:32])=[O:31])=[CH:26][CH:27]=2)=[CH:7][CH:6]=1)([CH3:1])[CH3:3]. The catalyst class is: 242. (6) Reactant: [CH2:1]([C@@:3]1([C:28]([O:30]CC)=[O:29])[CH2:8][CH2:7][C:6]2[C:9]3[C:14]([NH:15][C:16]4[CH:17]=[C:18]5[C:22](=[CH:23][C:24]=4[O:25][CH3:26])[NH:21][N:20]=[CH:19]5)=[N:13][CH:12]=[N:11][C:10]=3[S:27][C:5]=2[CH2:4]1)[CH3:2].O1CCCC1.[OH-].[Na+].Cl. Product: [CH2:1]([C:3]1([C:28]([OH:30])=[O:29])[CH2:8][CH2:7][C:6]2[C:9]3[C:14]([NH:15][C:16]4[CH:17]=[C:18]5[C:22](=[CH:23][C:24]=4[O:25][CH3:26])[NH:21][N:20]=[CH:19]5)=[N:13][CH:12]=[N:11][C:10]=3[S:27][C:5]=2[CH2:4]1)[CH3:2]. The catalyst class is: 5. (7) The catalyst class is: 80. Reactant: Cl.[C:2]([C@@:4]1([CH:26]2[CH2:28][CH2:27]2)[CH2:8][CH2:7][N:6]([C:9]2[CH:14]=[CH:13][N:12]=[C:11]([NH:15][C:16]3[CH:20]=[C:19]([C:21]([OH:23])=O)[N:18]([CH3:24])[N:17]=3)[CH:10]=2)[C:5]1=[O:25])#[N:3].C([N:32](C(C)C)CC)(C)C.[Cl-].[NH4+].C(=O)([O-])O.[Na+]. Product: [C:2]([C@@:4]1([CH:26]2[CH2:27][CH2:28]2)[CH2:8][CH2:7][N:6]([C:9]2[CH:14]=[CH:13][N:12]=[C:11]([NH:15][C:16]3[CH:20]=[C:19]([C:21]([NH2:32])=[O:23])[N:18]([CH3:24])[N:17]=3)[CH:10]=2)[C:5]1=[O:25])#[N:3]. (8) Reactant: [N+:1]([C:4]1[CH:9]=[C:8]([N+:10]([O-])=O)[CH:7]=[CH:6][C:5]=1[CH:13]=[CH:14][C:15]([C:17]1[CH:22]=[CH:21][C:20]([I:23])=[CH:19][CH:18]=1)=[O:16])([O-])=O.[Sn](Cl)Cl. Product: [NH2:1][C:4]1[CH:9]=[C:8]([NH2:10])[CH:7]=[CH:6][C:5]=1[CH:13]=[CH:14][C:15]([C:17]1[CH:18]=[CH:19][C:20]([I:23])=[CH:21][CH:22]=1)=[O:16]. The catalyst class is: 8.